Dataset: Reaction yield outcomes from USPTO patents with 853,638 reactions. Task: Predict the reaction yield, written as a fraction of the theoretical maximum amount of product (1.0 means a 100% yield; for example, 0.34 means a 34% yield). (1) The reactants are Cl[C:2]1[C:3]([CH3:22])=[CH:4][C:5]2[N:6]([C:8]([C:11]3[CH:16]=[CH:15][CH:14]=[C:13]([O:17][C:18]([F:21])([F:20])[F:19])[CH:12]=3)=[CH:9][N:10]=2)[N:7]=1.[CH3:23][N:24]1[CH2:29][CH2:28][CH:27]([CH2:30][NH2:31])[CH2:26][CH2:25]1.CC([O-])(C)C.[Na+]. The catalyst is C1C=CC(/C=C/C(/C=C/C2C=CC=CC=2)=O)=CC=1.C1C=CC(/C=C/C(/C=C/C2C=CC=CC=2)=O)=CC=1.C1C=CC(/C=C/C(/C=C/C2C=CC=CC=2)=O)=CC=1.[Pd].[Pd].C1(C)C=CC=CC=1. The product is [CH3:22][C:3]1[C:2]([NH:31][CH2:30][CH:27]2[CH2:28][CH2:29][N:24]([CH3:23])[CH2:25][CH2:26]2)=[N:7][N:6]2[C:8]([C:11]3[CH:16]=[CH:15][CH:14]=[C:13]([O:17][C:18]([F:21])([F:20])[F:19])[CH:12]=3)=[CH:9][N:10]=[C:5]2[CH:4]=1. The yield is 0.0726. (2) The reactants are [CH3:1][CH2:2][CH2:3][CH2:4][CH2:5][C@H:6]([OH:25])/[CH:7]=[CH:8]/[C@@H:9]1[C@@H:13]([CH2:14]/[CH:15]=[CH:16]\[CH2:17][CH2:18][CH2:19][C:20]([OH:22])=O)[C@@H:12]([OH:23])[CH2:11][C@H:10]1[OH:24].C(N(CC)CC)C.C(OC(Cl)=O)C.[CH:39]1[C:44]([OH:45])=[CH:43][C:42]2[C:46]([CH2:49][CH2:50][NH2:51])=[CH:47][NH:48][C:41]=2[CH:40]=1.Cl. The catalyst is C(Cl)Cl.C(OCC)(=O)C. The product is [OH:45][C:44]1[CH:43]=[C:42]2[C:41](=[CH:40][CH:39]=1)[NH:48][CH:47]=[C:46]2[CH2:49][CH2:50][NH:51][C:20](=[O:22])[CH2:19][CH2:18][CH2:17]/[CH:16]=[CH:15]\[CH2:14][C@H:13]1[C@@H:12]([OH:23])[CH2:11][C@@H:10]([OH:24])[C@@H:9]1/[CH:8]=[CH:7]/[C@@H:6]([OH:25])[CH2:5][CH2:4][CH2:3][CH2:2][CH3:1]. The yield is 0.680. (3) The yield is 0.580. The catalyst is C(#N)C. The reactants are [CH2:1]([O:3][C@@H:4]([CH2:10][C:11]1[CH:16]=[CH:15][C:14]([OH:17])=[CH:13][CH:12]=1)[C:5]([O:7][CH2:8][CH3:9])=[O:6])[CH3:2].C(=O)([O-])[O-].[K+].[K+].Br[CH2:25][C:26]([O:28][CH2:29][C:30]1[CH:35]=[CH:34][CH:33]=[CH:32][CH:31]=1)=[O:27]. The product is [CH2:29]([O:28][C:26](=[O:27])[CH2:25][O:17][C:14]1[CH:13]=[CH:12][C:11]([CH2:10][C@H:4]([O:3][CH2:1][CH3:2])[C:5]([O:7][CH2:8][CH3:9])=[O:6])=[CH:16][CH:15]=1)[C:30]1[CH:35]=[CH:34][CH:33]=[CH:32][CH:31]=1.